Dataset: Forward reaction prediction with 1.9M reactions from USPTO patents (1976-2016). Task: Predict the product of the given reaction. (1) Given the reactants [O:1]1[CH2:6][CH2:5][C:4](=[N:7][OH:8])[CH2:3][CH2:2]1.IC1C=CC=CC=1.[C:16]([O:19][C@@H:20]([C@@H:24]([O:30][C:31](=[O:33])[CH3:32])[CH2:25][O:26][C:27](=[O:29])[CH3:28])[C:21]([OH:23])=[O:22])(=[O:18])[CH3:17].[C:16]([O:19][C@@H:20]([C@@H:24]([O:30][C:31](=[O:33])[CH3:32])[CH2:25][O:26][C:27](=[O:29])[CH3:28])[C:21]([OH:23])=[O:22])(=[O:18])[CH3:17], predict the reaction product. The product is: [C:16]([O:19][C@@H:20]([C@@H:24]([O:30][C:31](=[O:33])[CH3:32])[CH2:25][O:26][C:27](=[O:29])[CH3:28])[C:21]([O:23][C:4]1([N:7]=[O:8])[CH2:5][CH2:6][O:1][CH2:2][CH2:3]1)=[O:22])(=[O:18])[CH3:17]. (2) Given the reactants C(OC([C:6]1[N:7]([C@H:23]([CH3:33])[CH2:24][NH:25][C:26](OC(C)(C)C)=[O:27])[C:8]2[C:13]([CH:14]=1)=[CH:12][C:11]([O:15][Si](C(C)(C)C)(C)C)=[CH:10][CH:9]=2)=O)C.FC(F)(F)C(O)=O.C(=O)([O-])[O-].[K+].[K+], predict the reaction product. The product is: [OH:15][C:11]1[CH:10]=[CH:9][C:8]2[N:7]3[C@H:23]([CH3:33])[CH2:24][NH:25][C:26](=[O:27])[C:6]3=[CH:14][C:13]=2[CH:12]=1. (3) Given the reactants [CH3:1][N:2]([CH3:7])[CH2:3][C:4]([OH:6])=[O:5].[F:8][C:9]1[C:14](O)=[C:13]([F:16])[C:12]([F:17])=[C:11]([F:18])[C:10]=1[F:19].C1(N=C=NC2CCCCC2)CCCCC1, predict the reaction product. The product is: [F:8][C:9]1[C:14]([O:5][C:4](=[O:6])[CH2:3][N:2]([CH3:7])[CH3:1])=[C:13]([F:16])[C:12]([F:17])=[C:11]([F:18])[C:10]=1[F:19]. (4) Given the reactants [NH:1]1[CH:5]=[CH:4][N:3]=[C:2]1[CH2:6][N:7]([CH2:14][C:15]1[CH:41]=[CH:40][C:18]([CH2:19][N:20]2[C@H:24]([C:25]([O:27]CC)=[O:26])[CH2:23][C:22]3([CH2:34][CH2:33][N:32]([CH:35]([CH2:38][CH3:39])[CH2:36][CH3:37])[CH2:31][CH2:30]3)[CH2:21]2)=[CH:17][CH:16]=1)[CH2:8][C:9]1[NH:10][CH:11]=[CH:12][N:13]=1.[OH-].[Na+].Cl.[Cl-].[Ca+2:46].[Cl-], predict the reaction product. The product is: [NH:1]1[CH:5]=[CH:4][N:3]=[C:2]1[CH2:6][N:7]([CH2:14][C:15]1[CH:16]=[CH:17][C:18]([CH2:19][N:20]2[C@H:24]([C:25]([OH:27])=[O:26])[CH2:23][C:22]3([CH2:34][CH2:33][N:32]([CH:35]([CH2:36][CH3:37])[CH2:38][CH3:39])[CH2:31][CH2:30]3)[CH2:21]2)=[CH:40][CH:41]=1)[CH2:8][C:9]1[NH:13][CH:12]=[CH:11][N:10]=1.[NH:1]1[CH:5]=[CH:4][N:3]=[C:2]1[CH2:6][N:7]([CH2:14][C:15]1[CH:16]=[CH:17][C:18]([CH2:19][N:20]2[C@H:24]([C:25]([OH:27])=[O:26])[CH2:23][C:22]3([CH2:34][CH2:33][N:32]([CH:35]([CH2:36][CH3:37])[CH2:38][CH3:39])[CH2:31][CH2:30]3)[CH2:21]2)=[CH:40][CH:41]=1)[CH2:8][C:9]1[NH:13][CH:12]=[CH:11][N:10]=1.[Ca:46]. (5) Given the reactants C([O:4][CH2:5][C:6]1[S:7][C:8]([Br:12])=[CH:9][C:10]=1[CH3:11])(=O)C.C([O-])([O-])=O.[K+].[K+], predict the reaction product. The product is: [Br:12][C:8]1[S:7][C:6]([CH2:5][OH:4])=[C:10]([CH3:11])[CH:9]=1. (6) Given the reactants [Cl:1][C:2]1[S:6][C:5]([C:7]([NH:9][CH2:10][C:11]2[N:12]=[CH:13][N:14]([C:16]3[CH:21]=[CH:20][C:19]([N:22]4[CH:27]=[CH:26][CH:25]=[C:24]([OH:28])[C:23]4=[O:29])=[CH:18][CH:17]=3)[CH:15]=2)=[O:8])=[CH:4][CH:3]=1.Br[CH2:31][CH2:32][OH:33].C([O-])([O-])=O.[Cs+].[Cs+], predict the reaction product. The product is: [Cl:1][C:2]1[S:6][C:5]([C:7]([NH:9][CH2:10][C:11]2[N:12]=[CH:13][N:14]([C:16]3[CH:17]=[CH:18][C:19]([N:22]4[CH:27]=[CH:26][CH:25]=[C:24]([O:28][CH2:31][CH2:32][OH:33])[C:23]4=[O:29])=[CH:20][CH:21]=3)[CH:15]=2)=[O:8])=[CH:4][CH:3]=1.